Dataset: Full USPTO retrosynthesis dataset with 1.9M reactions from patents (1976-2016). Task: Predict the reactants needed to synthesize the given product. (1) Given the product [CH3:23][CH2:22][CH2:21][CH:20]([O:19][C:5]1[CH:4]=[CH:3][C:2]([C:31]2[C:30]([C:27]([OH:29])=[O:28])=[CH:35][CH:34]=[CH:33][CH:32]=2)=[CH:7][C:6]=1[NH:8][C:9]([NH:11][C:12]1[CH:17]=[CH:16][C:15]([CH3:18])=[CH:14][CH:13]=1)=[O:10])[CH2:24][CH2:25][CH3:26], predict the reactants needed to synthesize it. The reactants are: Br[C:2]1[CH:3]=[CH:4][C:5]([O:19][CH:20]([CH2:24][CH2:25][CH3:26])[CH2:21][CH2:22][CH3:23])=[C:6]([NH:8][C:9]([NH:11][C:12]2[CH:17]=[CH:16][C:15]([CH3:18])=[CH:14][CH:13]=2)=[O:10])[CH:7]=1.[C:27]([C:30]1[CH:35]=[CH:34][CH:33]=[CH:32][C:31]=1B(O)O)([OH:29])=[O:28].BrC1C=C(C(C2C=CC=CC=2)C=C)C(OCCC)=C(NC(NC2C=CC(C)=CC=2)=O)C=1. (2) Given the product [CH3:10][C:9]1[C:2]([NH:1][CH3:11])=[N:3][CH:4]=[C:5]([CH:8]=1)[C:6]#[N:7], predict the reactants needed to synthesize it. The reactants are: [NH2:1][C:2]1[C:9]([CH3:10])=[CH:8][C:5]([C:6]#[N:7])=[CH:4][N:3]=1.[CH3:11][Si](C)(C)[N-][Si](C)(C)C.[Na+].CI. (3) Given the product [N:20]1([C:2]2[CH:3]=[C:4]3[C:9](=[CH:10][CH:11]=2)[NH:8][C:7](=[O:12])[CH:6]=[C:5]3[O:13][C:14]2[CH:19]=[CH:18][CH:17]=[CH:16][CH:15]=2)[CH2:25][CH2:24][O:23][CH2:22][CH2:21]1, predict the reactants needed to synthesize it. The reactants are: Br[C:2]1[CH:3]=[C:4]2[C:9](=[CH:10][CH:11]=1)[NH:8][C:7](=[O:12])[CH:6]=[C:5]2[O:13][C:14]1[CH:19]=[CH:18][CH:17]=[CH:16][CH:15]=1.[NH:20]1[CH2:25][CH2:24][O:23][CH2:22][CH2:21]1.[Cl-].C(C1C=CC=C(CCC)C=1[N+]1C=CN(C2C(CCC)=CC=CC=2CCC)C=1)CC.CC(C)([O-])C.[K+].